This data is from Peptide-MHC class II binding affinity with 134,281 pairs from IEDB. The task is: Regression. Given a peptide amino acid sequence and an MHC pseudo amino acid sequence, predict their binding affinity value. This is MHC class II binding data. (1) The binding affinity (normalized) is 0.656. The peptide sequence is FGPASFARIETAFAN. The MHC is DRB1_0802 with pseudo-sequence DRB1_0802. (2) The peptide sequence is AFILDGDNLFYKV. The MHC is HLA-DQA10501-DQB10201 with pseudo-sequence HLA-DQA10501-DQB10201. The binding affinity (normalized) is 0.437. (3) The peptide sequence is CNANPGLMKDVAKVF. The MHC is DRB1_1602 with pseudo-sequence DRB1_1602. The binding affinity (normalized) is 0.352. (4) The peptide sequence is DDLMIRVIAQGPTAT. The MHC is DRB1_1602 with pseudo-sequence DRB1_1602. The binding affinity (normalized) is 0.656. (5) The peptide sequence is RLEDGSPRTGQIFKQ. The MHC is DRB1_0404 with pseudo-sequence DRB1_0404. The binding affinity (normalized) is 0.311. (6) The peptide sequence is EKKYFAATQFEPLAD. The MHC is HLA-DPA10103-DPB10401 with pseudo-sequence HLA-DPA10103-DPB10401. The binding affinity (normalized) is 0.950. (7) The MHC is DRB1_0802 with pseudo-sequence DRB1_0802. The peptide sequence is YPFIEQEGPEFFDQE. The binding affinity (normalized) is 0.